Dataset: NCI-60 drug combinations with 297,098 pairs across 59 cell lines. Task: Regression. Given two drug SMILES strings and cell line genomic features, predict the synergy score measuring deviation from expected non-interaction effect. (1) Drug 1: CC(C)CN1C=NC2=C1C3=CC=CC=C3N=C2N. Drug 2: C(CN)CNCCSP(=O)(O)O. Cell line: CAKI-1. Synergy scores: CSS=0.310, Synergy_ZIP=-3.57, Synergy_Bliss=-6.77, Synergy_Loewe=-6.44, Synergy_HSA=-6.37. (2) Drug 1: C1=NC2=C(N1)C(=S)N=C(N2)N. Drug 2: CN1C2=C(C=C(C=C2)N(CCCl)CCCl)N=C1CCCC(=O)O.Cl. Cell line: UACC-257. Synergy scores: CSS=4.82, Synergy_ZIP=-7.88, Synergy_Bliss=-9.87, Synergy_Loewe=-34.0, Synergy_HSA=-12.7. (3) Drug 1: COC1=NC(=NC2=C1N=CN2C3C(C(C(O3)CO)O)O)N. Drug 2: CC1C(C(CC(O1)OC2CC(CC3=C2C(=C4C(=C3O)C(=O)C5=C(C4=O)C(=CC=C5)OC)O)(C(=O)CO)O)N)O.Cl. Cell line: HL-60(TB). Synergy scores: CSS=38.8, Synergy_ZIP=-6.07, Synergy_Bliss=-7.20, Synergy_Loewe=-17.7, Synergy_HSA=-3.11. (4) Drug 1: COC1=C(C=C2C(=C1)N=CN=C2NC3=CC(=C(C=C3)F)Cl)OCCCN4CCOCC4. Synergy scores: CSS=21.5, Synergy_ZIP=-6.75, Synergy_Bliss=4.05, Synergy_Loewe=4.38, Synergy_HSA=4.45. Drug 2: CC1CCCC2(C(O2)CC(NC(=O)CC(C(C(=O)C(C1O)C)(C)C)O)C(=CC3=CSC(=N3)C)C)C. Cell line: BT-549. (5) Drug 1: CCN(CC)CCCC(C)NC1=C2C=C(C=CC2=NC3=C1C=CC(=C3)Cl)OC. Drug 2: C1CNP(=O)(OC1)N(CCCl)CCCl. Cell line: RXF 393. Synergy scores: CSS=11.4, Synergy_ZIP=-2.50, Synergy_Bliss=0.609, Synergy_Loewe=-8.49, Synergy_HSA=-0.872. (6) Drug 2: CN(C(=O)NC(C=O)C(C(C(CO)O)O)O)N=O. Cell line: MDA-MB-231. Synergy scores: CSS=33.5, Synergy_ZIP=0.190, Synergy_Bliss=2.56, Synergy_Loewe=-5.02, Synergy_HSA=2.54. Drug 1: CCCCC(=O)OCC(=O)C1(CC(C2=C(C1)C(=C3C(=C2O)C(=O)C4=C(C3=O)C=CC=C4OC)O)OC5CC(C(C(O5)C)O)NC(=O)C(F)(F)F)O.